The task is: Predict the product of the given reaction.. This data is from Forward reaction prediction with 1.9M reactions from USPTO patents (1976-2016). (1) Given the reactants [CH3:1][CH:2]([CH3:8])[CH2:3][CH:4]([OH:7])[C:5]#[CH:6].N1C=CN=C1.[Si:14](Cl)([C:17]([CH3:20])([CH3:19])[CH3:18])([CH3:16])[CH3:15].[NH4+].[Cl-], predict the reaction product. The product is: [C:17]([Si:14]([O:7][CH:4]([CH2:3][CH:2]([CH3:8])[CH3:1])[C:5]#[CH:6])([CH3:16])[CH3:15])([CH3:20])([CH3:19])[CH3:18]. (2) Given the reactants [Cl:1][C:2]1[CH:3]=[C:4]2[NH:10][N:9]=[N:8][C:5]2=[N:6][CH:7]=1.[CH3:11][CH:12]1[CH2:17][CH2:16][N:15]([C:18](Cl)=[O:19])[CH2:14][CH2:13]1.C(N(CC)CC)C, predict the reaction product. The product is: [Cl:1][C:2]1[CH:3]=[C:4]2[N:10]([C:18]([N:15]3[CH2:16][CH2:17][CH:12]([CH3:11])[CH2:13][CH2:14]3)=[O:19])[N:9]=[N:8][C:5]2=[N:6][CH:7]=1. (3) Given the reactants [CH3:1][O:2][C:3](=[O:31])[C@H:4]([CH2:21][C:22]1[CH:27]=[CH:26][C:25]([N+:28]([O-:30])=[O:29])=[CH:24][CH:23]=1)[NH:5][C:6]([C:8]1([CH2:13][CH2:14][CH2:15][CH2:16][S:17]([CH3:20])(=[O:19])=[O:18])[CH2:12][CH2:11][CH2:10][CH2:9]1)=O.C1COCC1.COC1C=CC(P2(SP(C3C=CC(OC)=CC=3)(=S)S2)=[S:46])=CC=1.C(=O)(O)[O-].[Na+], predict the reaction product. The product is: [CH3:1][O:2][C:3](=[O:31])[C@H:4]([CH2:21][C:22]1[CH:27]=[CH:26][C:25]([N+:28]([O-:30])=[O:29])=[CH:24][CH:23]=1)[NH:5][C:6]([C:8]1([CH2:13][CH2:14][CH2:15][CH2:16][S:17]([CH3:20])(=[O:19])=[O:18])[CH2:12][CH2:11][CH2:10][CH2:9]1)=[S:46]. (4) Given the reactants ClC(Cl)(O[C:5](=[O:11])OC(Cl)(Cl)Cl)Cl.[F:13][C:14]1[CH:19]=[CH:18][C:17]([C:20]2[O:24][C:23]([CH:25]3[CH2:30][CH2:29][NH:28][CH2:27][CH2:26]3)=[N:22][C:21]=2[C:31]2[CH:36]=[CH:35][C:34]([O:37][CH3:38])=[CH:33][CH:32]=2)=[CH:16][CH:15]=1.C(N(CC)CC)C.Cl.Cl.[CH3:48][NH:49][OH:50], predict the reaction product. The product is: [F:13][C:14]1[CH:19]=[CH:18][C:17]([C:20]2[O:24][C:23]([CH:25]3[CH2:26][CH2:27][N:28]([C:5](=[O:11])[N:49]([OH:50])[CH3:48])[CH2:29][CH2:30]3)=[N:22][C:21]=2[C:31]2[CH:32]=[CH:33][C:34]([O:37][CH3:38])=[CH:35][CH:36]=2)=[CH:16][CH:15]=1. (5) The product is: [Br:2][C:7]1[CH:9]=[CH:10][CH:11]=[C:5]([O:4][CH3:3])[C:6]=1[CH3:12]. Given the reactants O.[Br-:2].[CH3:3][O:4][C:5]1[C:6]([CH3:12])=[C:7]([CH:9]=[CH:10][CH:11]=1)N.N([O-])=O.[Na+], predict the reaction product. (6) The product is: [N:10]1[CH:9]=[CH:8][N:6]2[C:5]=1[C:4]([C:11]1[C:20]3[C:15](=[CH:16][CH:17]=[CH:18][CH:19]=3)[CH:14]=[N:13][CH:12]=1)=[CH:3][CH:2]=[N:7]2. Given the reactants Cl[C:2]1[CH:3]=[C:4]([C:11]2[C:20]3[C:15](=[CH:16][CH:17]=[CH:18][CH:19]=3)[CH:14]=[N:13][CH:12]=2)[C:5]2[N:6]([CH:8]=[CH:9][N:10]=2)[N:7]=1.C([O-])=O.[NH4+], predict the reaction product. (7) Given the reactants [CH3:1][C:2]1[CH:11]=[CH:10][CH:9]=[CH:8][C:3]=1[C:4]([O:6][CH3:7])=[O:5].C1C(=O)N([Br:19])C(=O)C1.C(OOC(=O)C1C=CC=CC=1)(=O)C1C=CC=CC=1, predict the reaction product. The product is: [CH3:7][O:6][C:4](=[O:5])[C:3]1[CH:8]=[CH:9][CH:10]=[CH:11][C:2]=1[CH2:1][Br:19]. (8) Given the reactants [N:1]1([C:7]2[CH:12]=[CH:11][C:10]([OH:13])=[CH:9][CH:8]=2)[CH2:6][CH2:5][NH:4][CH2:3][CH2:2]1.C(N(CC)CC)C.[C:21]1([C:31](Cl)=[O:32])[C:30]2[C:25](=[CH:26][CH:27]=[CH:28][CH:29]=2)[CH:24]=[CH:23][CH:22]=1, predict the reaction product. The product is: [C:21]1([C:31]([N:4]2[CH2:3][CH2:2][N:1]([C:7]3[CH:8]=[CH:9][C:10]([OH:13])=[CH:11][CH:12]=3)[CH2:6][CH2:5]2)=[O:32])[C:30]2[C:25](=[CH:26][CH:27]=[CH:28][CH:29]=2)[CH:24]=[CH:23][CH:22]=1.